This data is from Catalyst prediction with 721,799 reactions and 888 catalyst types from USPTO. The task is: Predict which catalyst facilitates the given reaction. Reactant: F[B-](F)(F)F.[CH3:6][O:7][C:8]1[C:17]2[O:16][CH2:15][O:14][CH2:13][C:12]=2[CH:11]=[C:10]([CH:18]([NH:22][C:23]2[CH:28]=[CH:27][C:26]([C:29]3[N:33]=[C:32]([CH3:34])[O:31][N:30]=3)=[CH:25][CH:24]=2)[C:19]([NH2:21])=[S:20])[CH:9]=1.[C:35](=O)([O-])O.[Na+].C(OCC)(=O)C. Product: [CH3:35][S:20][C:19](=[NH:21])[CH:18]([C:10]1[CH:9]=[C:8]([O:7][CH3:6])[C:17]2[O:16][CH2:15][O:14][CH2:13][C:12]=2[CH:11]=1)[NH:22][C:23]1[CH:24]=[CH:25][C:26]([C:29]2[N:33]=[C:32]([CH3:34])[O:31][N:30]=2)=[CH:27][CH:28]=1. The catalyst class is: 10.